Dataset: Reaction yield outcomes from USPTO patents with 853,638 reactions. Task: Predict the reaction yield, written as a fraction of the theoretical maximum amount of product (1.0 means a 100% yield; for example, 0.34 means a 34% yield). (1) The reactants are [NH:1]1[CH:5]=[N:4][CH:3]=[N:2]1.[H-].[Na+].Br[CH2:9][C:10]([C:12]1[CH:17]=[CH:16][C:15]([O:18][C:19]2[CH:24]=[CH:23][C:22]([Cl:25])=[CH:21][CH:20]=2)=[CH:14][C:13]=1[C:26]([F:29])([F:28])[F:27])=[O:11].[Cl-].[NH4+]. The catalyst is C1COCC1. The product is [Cl:25][C:22]1[CH:21]=[CH:20][C:19]([O:18][C:15]2[CH:16]=[CH:17][C:12]([C:10](=[O:11])[CH2:9][N:1]3[CH:5]=[N:4][CH:3]=[N:2]3)=[C:13]([C:26]([F:27])([F:28])[F:29])[CH:14]=2)=[CH:24][CH:23]=1. The yield is 0.840. (2) The reactants are C([N:8]1[CH2:16][C:15]2[C:10](=[CH:11][CH:12]=[C:13]([O:17][C:18]3[CH:26]=[CH:25][C:21]([C:22]([NH2:24])=[O:23])=[CH:20][N:19]=3)[CH:14]=2)[CH2:9]1)C1C=CC=CC=1.[H][H]. The catalyst is [Pd].CCO. The product is [CH2:9]1[C:10]2[C:15](=[CH:14][C:13]([O:17][C:18]3[CH:26]=[CH:25][C:21]([C:22]([NH2:24])=[O:23])=[CH:20][N:19]=3)=[CH:12][CH:11]=2)[CH2:16][NH:8]1. The yield is 0.110.